Dataset: Reaction yield outcomes from USPTO patents with 853,638 reactions. Task: Predict the reaction yield, written as a fraction of the theoretical maximum amount of product (1.0 means a 100% yield; for example, 0.34 means a 34% yield). (1) The reactants are [H-].[Na+].[O:3]1[C:7]2[CH:8]=[CH:9][C:10]([C:12]3([C:15]([NH:17][C:18]4[CH:19]=[CH:20][C:21]([CH3:35])=[C:22]([C:24]5[CH:29]=[CH:28][C:27]([C:30]([N:32]([CH3:34])[CH3:33])=[O:31])=[CH:26][CH:25]=5)[CH:23]=4)=[O:16])[CH2:14][CH2:13]3)=[CH:11][C:6]=2[O:5][CH2:4]1.IC. The catalyst is O1CCCC1.CN(C)C=O. The product is [O:3]1[C:7]2[CH:8]=[CH:9][C:10]([C:12]3([C:15]([NH:17][C:18]4[CH:19]=[CH:20][C:21]([CH2:35][O:3][CH:7]([CH3:8])[CH3:6])=[C:22]([C:24]5[CH:25]=[CH:26][C:27]([C:30]([N:32]([CH3:34])[CH3:33])=[O:31])=[CH:28][CH:29]=5)[CH:23]=4)=[O:16])[CH2:14][CH2:13]3)=[CH:11][C:6]=2[O:5][CH2:4]1. The yield is 0.420. (2) The reactants are [Cl:1][C:2]1[CH:3]=[C:4]([C:8]2[CH:9]=[C:10](Cl)[C:11]([C:14]#[N:15])=[N:12][CH:13]=2)[CH:5]=[CH:6][CH:7]=1.C[O-].[Na+].CCCCCC.[C:26](OCC)(=[O:28])C. The catalyst is O. The product is [Cl:1][C:2]1[CH:3]=[C:4]([C:8]2[CH:9]=[C:10]([O:28][CH3:26])[C:11]([C:14]#[N:15])=[N:12][CH:13]=2)[CH:5]=[CH:6][CH:7]=1. The yield is 0.820. (3) The reactants are C[Cl:2].CF.C(F)F.[CH:8]([Cl:11])(F)F.[F:12][C:13]([F:20])([F:19])[C:14]([F:18])=[C:15]([F:17])[F:16].FF. The catalyst is C(Cl)Cl.C(Cl)(Cl)(Cl)Cl.C(Cl)(Cl)Cl. The product is [CH:8]([C:15]([CH:14]([C:13]([F:20])([F:19])[F:12])[F:18])([F:17])[F:16])([Cl:11])[Cl:2]. The yield is 0.850. (4) The reactants are [CH3:1][Si:2]([CH3:39])([CH3:38])[CH2:3][CH2:4][O:5][CH2:6][N:7]([CH2:30][O:31][CH2:32][CH2:33][Si:34]([CH3:37])([CH3:36])[CH3:35])[C:8]1[N:13]2[N:14]=[CH:15][CH:16]=[C:12]2[N:11]=[C:10]([C:17]2[CH2:22][CH2:21][N:20]([C:23]([O:25][C:26]([CH3:29])([CH3:28])[CH3:27])=[O:24])[CH2:19][CH:18]=2)[CH:9]=1. The catalyst is CCOC(C)=O.[Pd]. The product is [CH3:37][Si:34]([CH3:35])([CH3:36])[CH2:33][CH2:32][O:31][CH2:30][N:7]([CH2:6][O:5][CH2:4][CH2:3][Si:2]([CH3:1])([CH3:39])[CH3:38])[C:8]1[N:13]2[N:14]=[CH:15][CH:16]=[C:12]2[N:11]=[C:10]([CH:17]2[CH2:22][CH2:21][N:20]([C:23]([O:25][C:26]([CH3:29])([CH3:28])[CH3:27])=[O:24])[CH2:19][CH2:18]2)[CH:9]=1. The yield is 0.995. (5) The reactants are [C:1]1([C:10]2[CH:15]=[CH:14][CH:13]=[CH:12][CH:11]=2)[C:2]([C:7](O)=[O:8])=[CH:3][CH:4]=[CH:5][CH:6]=1.F[P-](F)(F)(F)(F)F.[N:23]1([O:32][P+](N(C)C)(N(C)C)N(C)C)C2C=CC=CC=2N=N1.Cl.NO.C(N(CC)CC)C. The catalyst is N1C=CC=CC=1.C(Cl)Cl. The product is [OH:32][NH:23][C:7]([C:2]1[C:1]([C:10]2[CH:15]=[CH:14][CH:13]=[CH:12][CH:11]=2)=[CH:6][CH:5]=[CH:4][CH:3]=1)=[O:8]. The yield is 0.0300. (6) The reactants are [CH2:1]([N:8]1[C:16]2[C:11](=[CH:12][CH:13]=[C:14](Br)[CH:15]=2)[CH:10]=[CH:9]1)[C:2]1[CH:7]=[CH:6][CH:5]=[CH:4][CH:3]=1.[C:18]1(B(O)O)[CH:23]=[CH:22][CH:21]=[CH:20][CH:19]=1.C(=O)([O-])[O-].[Na+].[Na+].C1(C)C=CC=CC=1. The catalyst is O.C(O)C.[Pd].C1(P(C2C=CC=CC=2)C2C=CC=CC=2)C=CC=CC=1.C1(P(C2C=CC=CC=2)C2C=CC=CC=2)C=CC=CC=1.C1(P(C2C=CC=CC=2)C2C=CC=CC=2)C=CC=CC=1.C1(P(C2C=CC=CC=2)C2C=CC=CC=2)C=CC=CC=1. The product is [CH2:1]([N:8]1[C:16]2[C:11](=[CH:12][CH:13]=[C:14]([C:18]3[CH:23]=[CH:22][CH:21]=[CH:20][CH:19]=3)[CH:15]=2)[CH:10]=[CH:9]1)[C:2]1[CH:7]=[CH:6][CH:5]=[CH:4][CH:3]=1. The yield is 0.580.